The task is: Predict the product of the given reaction.. This data is from Forward reaction prediction with 1.9M reactions from USPTO patents (1976-2016). (1) The product is: [CH3:21][C:22]1[O:20][C:3]([C@@H:4]([NH:12][C:13](=[O:19])[O:14][C:15]([CH3:17])([CH3:16])[CH3:18])[CH2:5][C:6]2[CH:11]=[CH:10][CH:9]=[CH:8][CH:7]=2)=[N:1][N:2]=1. Given the reactants [NH:1]([C:3](=[O:20])[C@@H:4]([NH:12][C:13](=[O:19])[O:14][C:15]([CH3:18])([CH3:17])[CH3:16])[CH2:5][C:6]1[CH:11]=[CH:10][CH:9]=[CH:8][CH:7]=1)[NH2:2].[C:21](OCC)(OCC)(OCC)[CH3:22].CC(O)=O, predict the reaction product. (2) Given the reactants [CH3:1][O:2][C:3]1[CH:22]=[C:21]([N+:23]([O-])=O)[CH:20]=[CH:19][C:4]=1[O:5][CH2:6][CH2:7][O:8][CH2:9][CH2:10][NH:11][C:12](=[O:18])[O:13][C:14]([CH3:17])([CH3:16])[CH3:15], predict the reaction product. The product is: [NH2:23][C:21]1[CH:20]=[CH:19][C:4]([O:5][CH2:6][CH2:7][O:8][CH2:9][CH2:10][NH:11][C:12](=[O:18])[O:13][C:14]([CH3:15])([CH3:16])[CH3:17])=[C:3]([O:2][CH3:1])[CH:22]=1. (3) The product is: [OH:16][C:11]1[CH:10]=[C:9]([CH2:8][C@@:7]([NH:18][NH2:19])([CH3:17])[C:6]([O:5][CH2:4][C:1]2[CH:40]=[C:25]([CH:24]=[CH:23][CH:22]=2)[C:26]([OH:28])=[O:27])=[O:20])[CH:14]=[CH:13][C:12]=1[OH:15]. Given the reactants [C:1]([CH2:4][O:5][C:6](=[O:20])[C@:7]([NH:18][NH2:19])([CH3:17])[CH2:8][C:9]1[CH:14]=[CH:13][C:12]([OH:15])=[C:11]([OH:16])[CH:10]=1)(O)=O.Cl[CH2:22][C:23]1[CH:24]=[C:25]([CH:40]=CC=1)[C:26]([O:28]CC1C=CC(OC)=CC=1OC)=[O:27], predict the reaction product. (4) Given the reactants [Cl:1][C:2]1[N:7]=[CH:6][C:5]2[C:8](I)=[CH:9][N:10]([CH:11]([CH3:13])[CH3:12])[C:4]=2[CH:3]=1.[NH:15]1[CH2:20][CH2:19][O:18][CH2:17][CH2:16]1.C1(P(C2CCCCC2)C2C=CC=CC=2C2C(C(C)C)=CC(C(C)C)=CC=2C(C)C)CCCCC1.C(=O)([O-])[O-].[Cs+].[Cs+], predict the reaction product. The product is: [Cl:1][C:2]1[N:7]=[CH:6][C:5]2[C:8]([N:15]3[CH2:20][CH2:19][O:18][CH2:17][CH2:16]3)=[CH:9][N:10]([CH:11]([CH3:13])[CH3:12])[C:4]=2[CH:3]=1. (5) Given the reactants Cl.[CH3:2][O:3][C:4](=[O:9])[CH2:5][CH:6]([NH2:8])[CH3:7].[CH2:10](Br)[C:11]1[CH:16]=[CH:15][CH:14]=[CH:13][CH:12]=1.C(=O)([O-])[O-].[K+].[K+], predict the reaction product. The product is: [CH3:2][O:3][C:4](=[O:9])[CH2:5][CH:6]([N:8]([CH2:10][C:11]1[CH:16]=[CH:15][CH:14]=[CH:13][CH:12]=1)[CH2:10][C:11]1[CH:16]=[CH:15][CH:14]=[CH:13][CH:12]=1)[CH3:7].